Dataset: Full USPTO retrosynthesis dataset with 1.9M reactions from patents (1976-2016). Task: Predict the reactants needed to synthesize the given product. (1) Given the product [CH3:24][CH:25]1[CH2:30][CH2:29][N:28]([C:19]([C:16]2[CH:15]=[CH:14][C:13]3[NH:12][C:11]4[CH2:22][CH2:23][N:8]([C:6]([O:5][C:1]([CH3:2])([CH3:4])[CH3:3])=[O:7])[CH2:9][C:10]=4[C:18]=3[CH:17]=2)=[O:21])[CH2:27][CH2:26]1, predict the reactants needed to synthesize it. The reactants are: [C:1]([O:5][C:6]([N:8]1[CH2:23][CH2:22][C:11]2[NH:12][C:13]3[CH:14]=[CH:15][C:16]([C:19]([OH:21])=O)=[CH:17][C:18]=3[C:10]=2[CH2:9]1)=[O:7])([CH3:4])([CH3:3])[CH3:2].[CH3:24][CH:25]1[CH2:30][CH2:29][NH:28][CH2:27][CH2:26]1.C(N(C(C)C)CC)(C)C.CN(C(ON1N=NC2C=CC=NC1=2)=[N+](C)C)C.F[P-](F)(F)(F)(F)F. (2) Given the product [CH2:38]([O:37][C:35]([NH:22][C:19]1[CH:20]=[CH:21][C:16]([CH2:15][N:12]2[C:13]([CH3:14])=[C:9]([CH2:8][C:7]([OH:6])=[O:24])[C:10]([CH3:23])=[N:11]2)=[CH:17][CH:18]=1)=[O:36])[C:39]1[CH:44]=[CH:43][CH:42]=[CH:41][CH:40]=1, predict the reactants needed to synthesize it. The reactants are: C(=O)([O-])N.C[O:6][C:7](=[O:24])[CH2:8][C:9]1[C:10]([CH3:23])=[N:11][N:12]([CH2:15][C:16]2[CH:21]=[CH:20][C:19]([NH2:22])=[CH:18][CH:17]=2)[C:13]=1[CH3:14].C(N(C(C)C)CC)(C)C.Cl[C:35]([O:37][CH2:38][C:39]1[CH:44]=[CH:43][CH:42]=[CH:41][CH:40]=1)=[O:36]. (3) The reactants are: [NH2:1][C:2]1[CH:10]=[CH:9][C:5]([C:6]([OH:8])=[O:7])=[CH:4][CH:3]=1.[C:11](N1C=CN=C1)(N1C=CN=C1)=[S:12].C(N(CC)CC)C.Cl. Given the product [N:1]([C:2]1[CH:10]=[CH:9][C:5]([C:6]([OH:8])=[O:7])=[CH:4][CH:3]=1)=[C:11]=[S:12], predict the reactants needed to synthesize it.